The task is: Predict which catalyst facilitates the given reaction.. This data is from Catalyst prediction with 721,799 reactions and 888 catalyst types from USPTO. Reactant: C[O:2][C:3]1[CH:4]=[N:5][CH:6]=[CH:7][C:8]=1[CH:9]1[CH2:14][CH2:13][CH:12]([N:15]2[CH2:18][CH:17]([NH:19][C:20]([CH2:22][NH:23][C:24](=[O:35])[C:25]3[CH:30]=[CH:29][CH:28]=[C:27]([C:31]([F:34])([F:33])[F:32])[CH:26]=3)=[O:21])[CH2:16]2)[CH2:11][CH2:10]1.B(Br)(Br)Br. Product: [OH:2][C:3]1[CH:4]=[N:5][CH:6]=[CH:7][C:8]=1[CH:9]1[CH2:10][CH2:11][CH:12]([N:15]2[CH2:18][CH:17]([NH:19][C:20]([CH2:22][NH:23][C:24](=[O:35])[C:25]3[CH:30]=[CH:29][CH:28]=[C:27]([C:31]([F:34])([F:33])[F:32])[CH:26]=3)=[O:21])[CH2:16]2)[CH2:13][CH2:14]1. The catalyst class is: 4.